This data is from Forward reaction prediction with 1.9M reactions from USPTO patents (1976-2016). The task is: Predict the product of the given reaction. (1) Given the reactants CS([C:5]1[N:10]=[CH:9][C:8]([C:11]#[C:12][C:13]2[CH:18]=[CH:17][CH:16]=[CH:15][CH:14]=2)=[CH:7][N:6]=1)(=O)=O.[CH3:19][C:20]1([CH2:24][NH2:25])[CH2:23][O:22][CH2:21]1, predict the reaction product. The product is: [CH3:19][C:20]1([CH2:24][NH:25][C:5]2[N:10]=[CH:9][C:8]([C:11]#[C:12][C:13]3[CH:18]=[CH:17][CH:16]=[CH:15][CH:14]=3)=[CH:7][N:6]=2)[CH2:23][O:22][CH2:21]1. (2) The product is: [CH3:14][O:13][C:9]1[CH:8]=[C:7]([CH:12]=[CH:11][CH:10]=1)[O:6][CH2:5][CH2:4][CH2:3][CH2:2][N:29]1[CH2:30][CH2:31][CH:26]([C:22]2[CH:21]=[C:20]([NH:19][C:17](=[O:18])[CH:16]([CH3:15])[CH3:32])[CH:25]=[CH:24][CH:23]=2)[CH2:27][CH2:28]1. Given the reactants Cl[CH2:2][CH2:3][CH2:4][CH2:5][O:6][C:7]1[CH:12]=[CH:11][CH:10]=[C:9]([O:13][CH3:14])[CH:8]=1.[CH3:15][CH:16]([CH3:32])[C:17]([NH:19][C:20]1[CH:25]=[CH:24][CH:23]=[C:22]([CH:26]2[CH2:31][CH2:30][NH:29][CH2:28][CH2:27]2)[CH:21]=1)=[O:18], predict the reaction product. (3) Given the reactants Br[C:2]1[CH:3]=[C:4]([C:9]2[O:13][C:12](=[O:14])[N:11]([CH3:15])[N:10]=2)[CH:5]=[CH:6][C:7]=1[CH3:8].C[Sn](C)(C)[C:18]1[N:19]=[CH:20][C:21]([NH2:24])=[N:22][CH:23]=1.NC1C=NC(Br)=CN=1, predict the reaction product. The product is: [NH2:24][C:21]1[N:22]=[CH:23][C:18]([C:2]2[CH:3]=[C:4]([C:9]3[O:13][C:12](=[O:14])[N:11]([CH3:15])[N:10]=3)[CH:5]=[CH:6][C:7]=2[CH3:8])=[N:19][CH:20]=1. (4) Given the reactants [F:1][C:2]([F:18])([C:6]1[CH:11]=[CH:10][C:9]([F:12])=[CH:8][C:7]=1[O:13][C:14]([F:17])([F:16])[F:15])[C:3]([OH:5])=O.P(Cl)(Cl)(Cl)=O.Cl.[NH2:25][CH2:26][C:27]1[CH:28]=[C:29]2[C:33](=[CH:34][CH:35]=1)[C:32](=[O:36])[N:31]([CH:37]1[CH2:42][CH2:41][C:40](=[O:43])[NH:39][C:38]1=[O:44])[CH2:30]2.C(=O)(O)[O-].[Na+], predict the reaction product. The product is: [O:44]=[C:38]1[CH:37]([N:31]2[CH2:30][C:29]3[C:33](=[CH:34][CH:35]=[C:27]([CH2:26][NH:25][C:3](=[O:5])[C:2]([F:1])([F:18])[C:6]4[CH:11]=[CH:10][C:9]([F:12])=[CH:8][C:7]=4[O:13][C:14]([F:17])([F:16])[F:15])[CH:28]=3)[C:32]2=[O:36])[CH2:42][CH2:41][C:40](=[O:43])[NH:39]1. (5) Given the reactants [CH2:1]([O:5][C:6]1[CH:11]=[CH:10][C:9]([S:12]([C:15]2([C:28]([OH:30])=O)[CH2:20][CH2:19][N:18]([S:21]([C:24]([F:27])([F:26])[F:25])(=[O:23])=[O:22])[CH2:17][CH2:16]2)(=[O:14])=[O:13])=[CH:8][CH:7]=1)[C:2]#[C:3][CH3:4].[OH:31][N:32]1C2C=CC=CC=2N=N1.Cl.CN(C)CCCN=C=NCC.CN1CCOCC1.NO, predict the reaction product. The product is: [CH2:1]([O:5][C:6]1[CH:11]=[CH:10][C:9]([S:12]([C:15]2([C:28]([NH:32][OH:31])=[O:30])[CH2:20][CH2:19][N:18]([S:21]([C:24]([F:27])([F:26])[F:25])(=[O:23])=[O:22])[CH2:17][CH2:16]2)(=[O:14])=[O:13])=[CH:8][CH:7]=1)[C:2]#[C:3][CH3:4]. (6) Given the reactants [S:1]1[CH:5]=[CH:4][C:3]([CH2:6][C:7]#[N:8])=[CH:2]1.[C:9]1(=O)[CH2:13][CH2:12][CH2:11][CH2:10]1, predict the reaction product. The product is: [C:9]1(=[C:6]([C:3]2[CH:4]=[CH:5][S:1][CH:2]=2)[C:7]#[N:8])[CH2:13][CH2:12][CH2:11][CH2:10]1.